From a dataset of Catalyst prediction with 721,799 reactions and 888 catalyst types from USPTO. Predict which catalyst facilitates the given reaction. (1) Reactant: [CH2:1]([O:3][C:4](=[O:25])[C:5]1[CH:10]=[CH:9][CH:8]=[C:7]([O:11][CH2:12][CH2:13][CH2:14][N:15]2[C:19]3[CH:20]=[CH:21][CH:22]=[CH:23][C:18]=3[NH:17][C:16]2=[NH:24])[CH:6]=1)[CH3:2].[Br:26][C:27]1[CH:34]=[CH:33][C:30]([CH2:31]Br)=[CH:29][CH:28]=1. Product: [BrH:26].[CH2:1]([O:3][C:4](=[O:25])[C:5]1[CH:10]=[CH:9][CH:8]=[C:7]([O:11][CH2:12][CH2:13][CH2:14][N:15]2[C:19]3[CH:20]=[CH:21][CH:22]=[CH:23][C:18]=3[N:17]([CH2:31][C:30]3[CH:33]=[CH:34][C:27]([Br:26])=[CH:28][CH:29]=3)[C:16]2=[NH:24])[CH:6]=1)[CH3:2]. The catalyst class is: 131. (2) The catalyst class is: 7. Reactant: [OH-].[Na+].OO.[F:5][C:6]1[CH:11]=[CH:10][C:9]([C:12]2[N:13]=[C:14]([CH:52]([CH3:54])[CH3:53])[N:15]([CH2:30][CH2:31][C@H:32]3[O:37]B(C4C=CC=CC=4)[O:35][C@@H:34]([CH2:44][C:45]([O:47]C(C)(C)C)=[O:46])[CH2:33]3)[C:16]=2[C:17]2[CH:22]=[CH:21][N:20]=[C:19]([NH:23][C:24]3[CH:29]=[CH:28][CH:27]=[CH:26][CH:25]=3)[N:18]=2)=[CH:8][CH:7]=1. Product: [F:5][C:6]1[CH:7]=[CH:8][C:9]([C:12]2[N:13]=[C:14]([CH:52]([CH3:54])[CH3:53])[N:15]([CH2:30][CH2:31][C@@H:32]([OH:37])[CH2:33][C@@H:34]([OH:35])[CH2:44][C:45]([OH:47])=[O:46])[C:16]=2[C:17]2[CH:22]=[CH:21][N:20]=[C:19]([NH:23][C:24]3[CH:29]=[CH:28][CH:27]=[CH:26][CH:25]=3)[N:18]=2)=[CH:10][CH:11]=1. (3) The catalyst class is: 6. Reactant: [H-].[Na+].CN(C)C=O.[I:8][C:9]1[CH:10]=[N:11][NH:12][CH:13]=1.Br[CH2:15][CH2:16][O:17][CH:18]1[CH2:23][CH2:22][CH2:21][CH2:20][O:19]1. Product: [I:8][C:9]1[CH:10]=[N:11][N:12]([CH2:15][CH2:16][O:17][CH:18]2[CH2:23][CH2:22][CH2:21][CH2:20][O:19]2)[CH:13]=1.